From a dataset of Forward reaction prediction with 1.9M reactions from USPTO patents (1976-2016). Predict the product of the given reaction. Given the reactants [CH2:1]([O:8][C:9]1[CH:10]=[C:11]2[C:15](=[CH:16][C:17]=1[Cl:18])[NH:14][C:13]([C:19]1[CH:24]=[CH:23][CH:22]=[CH:21][CH:20]=1)=[CH:12]2)[C:2]1[CH:7]=[CH:6][CH:5]=[CH:4][CH:3]=1.[H-].[Na+].Cl[CH2:28][C:29]1[N:34]=[C:33]([C:35]([O:37][CH3:38])=[O:36])[CH:32]=[CH:31][CH:30]=1.[Cl-].[NH4+], predict the reaction product. The product is: [CH2:1]([O:8][C:9]1[CH:10]=[C:11]2[C:15](=[CH:16][C:17]=1[Cl:18])[N:14]([CH2:28][C:29]1[N:34]=[C:33]([C:35]([O:37][CH3:38])=[O:36])[CH:32]=[CH:31][CH:30]=1)[C:13]([C:19]1[CH:24]=[CH:23][CH:22]=[CH:21][CH:20]=1)=[CH:12]2)[C:2]1[CH:3]=[CH:4][CH:5]=[CH:6][CH:7]=1.